This data is from NCI-60 drug combinations with 297,098 pairs across 59 cell lines. The task is: Regression. Given two drug SMILES strings and cell line genomic features, predict the synergy score measuring deviation from expected non-interaction effect. (1) Drug 1: CCC1(CC2CC(C3=C(CCN(C2)C1)C4=CC=CC=C4N3)(C5=C(C=C6C(=C5)C78CCN9C7C(C=CC9)(C(C(C8N6C=O)(C(=O)OC)O)OC(=O)C)CC)OC)C(=O)OC)O.OS(=O)(=O)O. Drug 2: CC1CCC2CC(C(=CC=CC=CC(CC(C(=O)C(C(C(=CC(C(=O)CC(OC(=O)C3CCCCN3C(=O)C(=O)C1(O2)O)C(C)CC4CCC(C(C4)OC)OCCO)C)C)O)OC)C)C)C)OC. Cell line: OVCAR-8. Synergy scores: CSS=5.04, Synergy_ZIP=-1.70, Synergy_Bliss=0.0104, Synergy_Loewe=0.605, Synergy_HSA=0.209. (2) Synergy scores: CSS=53.8, Synergy_ZIP=-2.54, Synergy_Bliss=-0.788, Synergy_Loewe=-15.3, Synergy_HSA=0.547. Drug 1: CN(C)N=NC1=C(NC=N1)C(=O)N. Cell line: SK-MEL-5. Drug 2: CC1C(C(CC(O1)OC2CC(CC3=C2C(=C4C(=C3O)C(=O)C5=C(C4=O)C(=CC=C5)OC)O)(C(=O)CO)O)N)O.Cl. (3) Drug 1: C1=CC(=CC=C1CCCC(=O)O)N(CCCl)CCCl. Drug 2: CC1C(C(CC(O1)OC2CC(CC3=C2C(=C4C(=C3O)C(=O)C5=C(C4=O)C(=CC=C5)OC)O)(C(=O)CO)O)N)O.Cl. Cell line: SNB-75. Synergy scores: CSS=54.9, Synergy_ZIP=3.80, Synergy_Bliss=7.17, Synergy_Loewe=-27.4, Synergy_HSA=7.90.